Dataset: CYP2D6 inhibition data for predicting drug metabolism from PubChem BioAssay. Task: Regression/Classification. Given a drug SMILES string, predict its absorption, distribution, metabolism, or excretion properties. Task type varies by dataset: regression for continuous measurements (e.g., permeability, clearance, half-life) or binary classification for categorical outcomes (e.g., BBB penetration, CYP inhibition). Dataset: cyp2d6_veith. (1) The drug is O=C(O)[C@@H](O)Cc1ccccn1. The result is 0 (non-inhibitor). (2) The molecule is Cn1cc(/C=N/n2cnc3scc(-c4ccccc4)c3c2=O)c2ccccc21. The result is 0 (non-inhibitor).